From a dataset of Catalyst prediction with 721,799 reactions and 888 catalyst types from USPTO. Predict which catalyst facilitates the given reaction. Reactant: [Cl:1][C:2]1[CH:3]=[C:4]([S:8]([C:11]2[C:19]3[C:14](=[N:15][CH:16]=[CH:17][CH:18]=3)[N:13]([CH2:20][CH:21]3[CH2:25][CH2:24][CH2:23][NH:22]3)[CH:12]=2)(=[O:10])=[O:9])[CH:5]=[CH:6][CH:7]=1.I[CH3:27]. Product: [ClH:1].[Cl:1][C:2]1[CH:3]=[C:4]([S:8]([C:11]2[C:19]3[C:14](=[N:15][CH:16]=[CH:17][CH:18]=3)[N:13]([CH2:20][CH:21]3[CH2:25][CH2:24][CH2:23][N:22]3[CH3:27])[CH:12]=2)(=[O:10])=[O:9])[CH:5]=[CH:6][CH:7]=1. The catalyst class is: 18.